Dataset: Reaction yield outcomes from USPTO patents with 853,638 reactions. Task: Predict the reaction yield, written as a fraction of the theoretical maximum amount of product (1.0 means a 100% yield; for example, 0.34 means a 34% yield). (1) The reactants are [N+:1]([C:4]1[CH:5]=[C:6]([C:10]2[CH:14]=[C:13]([CH2:15][CH2:16][CH:17]=O)[O:12][N:11]=2)[CH:7]=[CH:8][CH:9]=1)([O-:3])=[O:2].[C:19]1([CH:25]([C:32]2[CH:37]=[CH:36][CH:35]=[CH:34][CH:33]=2)[N:26]2[CH2:31][CH2:30][NH:29][CH2:28][CH2:27]2)[CH:24]=[CH:23][CH:22]=[CH:21][CH:20]=1.[BH-](OC(C)=O)(OC(C)=O)OC(C)=O.[Na+]. The catalyst is C(Cl)Cl. The product is [C:32]1([CH:25]([C:19]2[CH:24]=[CH:23][CH:22]=[CH:21][CH:20]=2)[N:26]2[CH2:27][CH2:28][N:29]([CH2:17][CH2:16][CH2:15][C:13]3[O:12][N:11]=[C:10]([C:6]4[CH:7]=[CH:8][CH:9]=[C:4]([N+:1]([O-:3])=[O:2])[CH:5]=4)[CH:14]=3)[CH2:30][CH2:31]2)[CH:33]=[CH:34][CH:35]=[CH:36][CH:37]=1. The yield is 0.898. (2) The reactants are [CH3:1][C:2]1[CH:3]=[C:4]([C:8]2[N:12]([S:13]([C:16]3[CH:21]=[CH:20][C:19]([CH3:22])=[CH:18][CH:17]=3)(=[O:15])=[O:14])[CH:11]=[C:10]([CH:23]=O)[CH:9]=2)[CH:5]=[CH:6][CH:7]=1.[Cl-:25].[CH3:26][NH3+:27].C([BH3-])#N.[Na+]. No catalyst specified. The product is [ClH:25].[CH3:26][NH:27][CH2:23][C:10]1[CH:9]=[C:8]([C:4]2[CH:5]=[CH:6][CH:7]=[C:2]([CH3:1])[CH:3]=2)[N:12]([S:13]([C:16]2[CH:17]=[CH:18][C:19]([CH3:22])=[CH:20][CH:21]=2)(=[O:14])=[O:15])[CH:11]=1. The yield is 0.520. (3) The reactants are [N:1]1([C:7]([C:9]2[C:14]([C:15]3[CH:16]=[CH:17][C:18]4[C:19]5[N:33](C6CCCCO6)[N:32]=[CH:31][C:20]=5[C:21](=[O:30])[N:22]([CH2:25][C:26]([F:29])([F:28])[F:27])[C:23]=4[CH:24]=3)=[CH:13][CH:12]=[CH:11][N:10]=2)=[O:8])[CH2:6][CH2:5][O:4][CH2:3][CH2:2]1.N1(C(C2C(C3C=CC4C5NN(C6CCCCO6)CC=5C(=O)N(CC(F)(F)F)C=4C=3)=CC=CN=2)=O)CCOCC1.[ClH:79]. The catalyst is O. The product is [ClH:79].[N:1]1([C:7]([C:9]2[C:14]([C:15]3[CH:16]=[CH:17][C:18]4[C:19]5[NH:33][N:32]=[CH:31][C:20]=5[C:21](=[O:30])[N:22]([CH2:25][C:26]([F:27])([F:29])[F:28])[C:23]=4[CH:24]=3)=[CH:13][CH:12]=[CH:11][N:10]=2)=[O:8])[CH2:6][CH2:5][O:4][CH2:3][CH2:2]1. The yield is 0.780. (4) The reactants are Cl.[NH2:2][C@@H:3]([CH2:25][CH:26]1[CH2:30][CH2:29][CH2:28][CH2:27]1)[C:4]([NH:6][C@H:7]1[CH2:13][CH2:12][C@@H:11]([CH3:14])[N:10]([S:15]([C:18]2[CH:23]=[CH:22][CH:21]=[CH:20][N:19]=2)(=[O:17])=[O:16])[CH2:9][C@@H:8]1[OH:24])=[O:5].[N:31]1([C:36]2[CH:44]=[CH:43][CH:42]=[CH:41][C:37]=2[C:38](O)=[O:39])[CH:35]=[CH:34][CH:33]=[N:32]1.CC(OI1(OC(C)=O)(OC(C)=O)OC(=O)C2C=CC=CC1=2)=O. No catalyst specified. The product is [CH:26]1([CH2:25][C@H:3]([NH:2][C:38](=[O:39])[C:37]2[CH:41]=[CH:42][CH:43]=[CH:44][C:36]=2[N:31]2[CH:35]=[CH:34][CH:33]=[N:32]2)[C:4](=[O:5])[NH:6][C@H:7]2[CH2:13][CH2:12][C@@H:11]([CH3:14])[N:10]([S:15]([C:18]3[CH:23]=[CH:22][CH:21]=[CH:20][N:19]=3)(=[O:16])=[O:17])[CH2:9][C:8]2=[O:24])[CH2:27][CH2:28][CH2:29][CH2:30]1. The yield is 0.150. (5) The reactants are [C:1]([NH:4][C:5]1[CH:12]=[CH:11][C:8]([CH:9]=O)=[C:7]([F:13])[CH:6]=1)(=[O:3])[CH3:2].[NH2:14][NH:15][C:16]([NH2:18])=[S:17]. No catalyst specified. The product is [C:1]([NH:4][C:5]1[CH:12]=[CH:11][C:8]([CH:9]=[N:14][NH:15][C:16]([NH2:18])=[S:17])=[C:7]([F:13])[CH:6]=1)(=[O:3])[CH3:2]. The yield is 0.450.